From a dataset of Catalyst prediction with 721,799 reactions and 888 catalyst types from USPTO. Predict which catalyst facilitates the given reaction. (1) Reactant: [Cl:1][C:2]1[CH:3]=[CH:4][C:5]([O:17][C:18]([CH3:36])([C:20]2[N:24]([CH3:25])[C:23]([C:26]3[CH:31]=[CH:30][CH:29]=[CH:28][C:27]=3[C:32]([F:35])([F:34])[F:33])=[N:22][N:21]=2)[CH3:19])=[C:6]([CH:16]=1)[C:7]([NH:9][CH2:10][C:11]([O:13]CC)=O)=[O:8].[CH:37]1([NH2:40])[CH2:39][CH2:38]1.C(=O)([O-])[O-].[K+].[K+].[OH-].[Na+].Cl. Product: [Cl:1][C:2]1[CH:3]=[CH:4][C:5]([O:17][C:18]([CH3:36])([C:20]2[N:24]([CH3:25])[C:23]([C:26]3[CH:31]=[CH:30][CH:29]=[CH:28][C:27]=3[C:32]([F:34])([F:33])[F:35])=[N:22][N:21]=2)[CH3:19])=[C:6]([CH:16]=1)[C:7]([NH:9][CH2:10][C:11]([NH:40][CH:37]1[CH2:39][CH2:38]1)=[O:13])=[O:8]. The catalyst class is: 40. (2) Reactant: N#N.[Br:3][C:4]1[CH:9]=[CH:8][CH:7]=[CH:6][C:5]=1[C:10]1O[CH:12]=[N:13][N:14]=1.[C:15]([C:19]1[CH:25]=[CH:24][C:22]([NH2:23])=[CH:21][CH:20]=1)([CH3:18])([CH3:17])[CH3:16].FC(F)(F)C(O)=O.C([O-])([O-])=O.[Na+].[Na+]. Product: [Br:3][C:4]1[CH:9]=[CH:8][CH:7]=[CH:6][C:5]=1[C:10]1[N:23]([C:22]2[CH:24]=[CH:25][C:19]([C:15]([CH3:18])([CH3:17])[CH3:16])=[CH:20][CH:21]=2)[CH:12]=[N:13][N:14]=1. The catalyst class is: 262. (3) Product: [Cl:1][C:2]1[C:7]([F:8])=[CH:6][CH:5]=[C:4]([Cl:9])[C:3]=1[CH:10]([O:12][C:13]1[CH:14]=[C:15]([NH2:22])[C:16]([NH2:19])=[CH:17][CH:18]=1)[CH3:11]. Reactant: [Cl:1][C:2]1[C:7]([F:8])=[CH:6][CH:5]=[C:4]([Cl:9])[C:3]=1[CH:10]([O:12][C:13]1[CH:18]=[CH:17][C:16]([N+:19]([O-])=O)=[C:15]([N+:22]([O-])=O)[CH:14]=1)[CH3:11].[H][H]. The catalyst class is: 810. (4) Reactant: C(OC(=O)[NH:7][C@@:8]1([C:13](=[O:27])[NH:14][C:15]2[CH:26]=[CH:25][C:18]3[CH2:19][CH2:20][N:21]([CH3:24])[CH2:22][CH2:23][C:17]=3[CH:16]=2)[CH2:12][CH2:11][O:10][CH2:9]1)(C)(C)C.[ClH:29].CO.CC(OC)(C)C. Product: [ClH:29].[CH3:24][N:21]1[CH2:22][CH2:23][C:17]2[CH:16]=[C:15]([NH:14][C:13]([C@:8]3([NH2:7])[CH2:12][CH2:11][O:10][CH2:9]3)=[O:27])[CH:26]=[CH:25][C:18]=2[CH2:19][CH2:20]1. The catalyst class is: 5. (5) Reactant: C(N(CC)C(C)C)(C)C.[NH2:10][CH2:11][C@@H:12]1[O:16][C:15](=[O:17])[N:14]([C:18]2[CH:23]=[CH:22][CH:21]=[C:20]([F:24])[CH:19]=2)[CH2:13]1.Cl[CH:26](Cl)[C:27](=[N:29][NH:30]S(C1C=CC(C)=CC=1)(=O)=O)[CH3:28]. Product: [F:24][C:20]1[CH:19]=[C:18]([N:14]2[CH2:13][C@H:12]([CH2:11][N:10]3[CH:26]=[C:27]([CH3:28])[N:29]=[N:30]3)[O:16][C:15]2=[O:17])[CH:23]=[CH:22][CH:21]=1. The catalyst class is: 5.